From a dataset of Catalyst prediction with 721,799 reactions and 888 catalyst types from USPTO. Predict which catalyst facilitates the given reaction. (1) Reactant: Br[CH2:2][C:3]([C:5]1[CH:10]=[CH:9][N:8]=[C:7]([Cl:11])[N:6]=1)=O.[CH2:12]([C:14]([CH2:19]C)([CH3:18])[C:15](=[S:17])[NH2:16])C. Product: [C:14]([C:15]1[S:17][CH:2]=[C:3]([C:5]2[CH:10]=[CH:9][N:8]=[C:7]([Cl:11])[N:6]=2)[N:16]=1)([CH3:19])([CH3:18])[CH3:12]. The catalyst class is: 14. (2) Reactant: [C:1]([C:5]1[N:9]=[C:8]([C@@H:10]2[C@@H:14]3[O:15]C(C)(C)[O:17][C@H:13]3[C@H:12]([N:20]3[CH:28]=[N:27][C:26]4[C:21]3=[N:22][CH:23]=[N:24][C:25]=4[NH:29][C:30]3[CH:35]=[CH:34][C:33]([F:36])=[CH:32][C:31]=3[F:37])[O:11]2)[O:7][N:6]=1)([CH3:4])([CH3:3])[CH3:2].FC(F)(F)C(O)=O.O. Product: [C:1]([C:5]1[N:9]=[C:8]([C@@H:10]2[C@@H:14]([OH:15])[C@@H:13]([OH:17])[C@H:12]([N:20]3[CH:28]=[N:27][C:26]4[C:21]3=[N:22][CH:23]=[N:24][C:25]=4[NH:29][C:30]3[CH:35]=[CH:34][C:33]([F:36])=[CH:32][C:31]=3[F:37])[O:11]2)[O:7][N:6]=1)([CH3:4])([CH3:2])[CH3:3]. The catalyst class is: 389. (3) Reactant: [CH3:1][C:2]1[CH:3]=[C:4]([C:9]2[CH:10]=[N:11][C:12]([NH:15][C:16](=[O:32])[C:17]3[CH:22]=[C:21]([N:23]4[CH2:28][CH2:27][CH2:26][CH2:25][CH2:24]4)[CH:20]=[CH:19][C:18]=3[N+:29]([O-])=O)=[N:13][CH:14]=2)[CH:5]=[CH:6][C:7]=1[CH3:8]. Product: [NH2:29][C:18]1[CH:19]=[CH:20][C:21]([N:23]2[CH2:28][CH2:27][CH2:26][CH2:25][CH2:24]2)=[CH:22][C:17]=1[C:16]([NH:15][C:12]1[N:13]=[CH:14][C:9]([C:4]2[CH:5]=[CH:6][C:7]([CH3:8])=[C:2]([CH3:1])[CH:3]=2)=[CH:10][N:11]=1)=[O:32]. The catalyst class is: 19. (4) Reactant: [NH2:1][C:2]1[N:7]=[C:6](Cl)[CH:5]=[C:4]([Cl:9])[N:3]=1.[F:10][C:11]([F:27])([F:26])[CH:12]([C:14]1[CH:23]=[CH:22][C:21]2[C:16](=[CH:17][CH:18]=[C:19]([O:24][CH3:25])[CH:20]=2)[CH:15]=1)[OH:13].[H-].[Na+]. Product: [Cl:9][C:4]1[CH:5]=[C:6]([O:13][CH:12]([C:14]2[CH:23]=[CH:22][C:21]3[C:16](=[CH:17][CH:18]=[C:19]([O:24][CH3:25])[CH:20]=3)[CH:15]=2)[C:11]([F:26])([F:27])[F:10])[N:7]=[C:2]([NH2:1])[N:3]=1. The catalyst class is: 12. (5) The catalyst class is: 19. Product: [C:1]([O:5][CH2:6][CH2:7][C:8]1[CH:13]=[CH:12][C:11]([N:14]2[C:18]3=[N:19][CH:20]=[C:21]([NH2:24])[C:22]([CH3:23])=[C:17]3[N:16]=[C:15]2[CH2:27][CH3:28])=[CH:10][CH:9]=1)(=[O:4])[CH2:2][CH3:3]. Reactant: [C:1]([O:5][CH2:6][CH2:7][C:8]1[CH:13]=[CH:12][C:11]([N:14]2[C:18]3=[N:19][CH:20]=[C:21]([N+:24]([O-])=O)[C:22]([CH3:23])=[C:17]3[N:16]=[C:15]2[CH2:27][CH3:28])=[CH:10][CH:9]=1)(=[O:4])[CH2:2][CH3:3]. (6) Reactant: [F:1][CH:2]([F:19])[C:3]1[CH:8]=[C:7]([C:9]2[CH:14]=[CH:13][C:12]([CH2:15][C:16]([OH:18])=O)=[CH:11][CH:10]=2)[CH:6]=[CH:5][N:4]=1.[N:20]1[CH:25]=[CH:24][N:23]=[CH:22][C:21]=1[C:26]1[CH:27]=[CH:28][C:29]([NH2:32])=[N:30][CH:31]=1.C(N(CC)C(C)C)(C)C.F[P-](F)(F)(F)(F)F.N1(OC(N(C)C)=[N+](C)C)C2N=CC=CC=2N=N1. Product: [F:19][CH:2]([F:1])[C:3]1[CH:8]=[C:7]([C:9]2[CH:10]=[CH:11][C:12]([CH2:15][C:16]([NH:32][C:29]3[CH:28]=[CH:27][C:26]([C:21]4[CH:22]=[N:23][CH:24]=[CH:25][N:20]=4)=[CH:31][N:30]=3)=[O:18])=[CH:13][CH:14]=2)[CH:6]=[CH:5][N:4]=1. The catalyst class is: 3.